Task: Predict the reactants needed to synthesize the given product.. Dataset: Full USPTO retrosynthesis dataset with 1.9M reactions from patents (1976-2016) (1) Given the product [F:15][C:16]1[CH:25]=[C:24]([I:26])[CH:23]=[CH:22][C:17]=1[NH:18][C:19]1[N:20]([CH3:21])[C:10](=[O:12])[C:9]2[CH:8]=[CH:7][S:6][C:5]=2[C:4]=1[C:3]([O:2][CH3:1])=[O:14], predict the reactants needed to synthesize it. The reactants are: [CH3:1][O:2][C:3](=[O:14])[CH2:4][C:5]1[S:6][CH:7]=[CH:8][C:9]=1[C:10]([O:12]C)=O.[F:15][C:16]1[CH:25]=[C:24]([I:26])[CH:23]=[CH:22][C:17]=1[N:18]=[C:19]=[N:20][CH3:21]. (2) The reactants are: [H-].[Na+].[CH2:3]([O:10][C:11]1[CH:12]=[C:13]2[C:17](=[CH:18][CH:19]=1)[NH:16][CH:15]=[CH:14]2)[C:4]1[CH:9]=[CH:8][CH:7]=[CH:6][CH:5]=1.[CH3:20]I. Given the product [CH2:3]([O:10][C:11]1[CH:12]=[C:13]2[C:17](=[CH:18][CH:19]=1)[N:16]([CH3:20])[CH:15]=[CH:14]2)[C:4]1[CH:5]=[CH:6][CH:7]=[CH:8][CH:9]=1, predict the reactants needed to synthesize it. (3) Given the product [CH3:1][O:2][C:3]1[CH:4]=[C:5]([CH:9]=[C:10]([N+:12]([O-:14])=[O:13])[CH:11]=1)[C:6]([N:16]([CH3:17])[CH3:15])=[O:7], predict the reactants needed to synthesize it. The reactants are: [CH3:1][O:2][C:3]1[CH:4]=[C:5]([CH:9]=[C:10]([N+:12]([O-:14])=[O:13])[CH:11]=1)[C:6](O)=[O:7].[CH3:15][NH:16][CH3:17]. (4) Given the product [Br:1][C:2]1[CH:3]=[C:4]2[C:9](=[CH:10][CH:11]=1)[C:8](=[O:12])[N:7]([CH2:13][C:14]1[CH:15]=[CH:16][C:17]([S:20]([CH3:23])(=[O:21])=[O:22])=[CH:18][CH:19]=1)[C:6]([C:24](=[O:27])[CH2:25][CH3:26])=[C:5]2[C:28]1[CH:29]=[CH:30][CH:31]=[CH:32][CH:33]=1, predict the reactants needed to synthesize it. The reactants are: [Br:1][C:2]1[CH:3]=[C:4]2[C:9](=[CH:10][CH:11]=1)[C:8](=[O:12])[N:7]([CH2:13][C:14]1[CH:19]=[CH:18][C:17]([S:20]([CH3:23])(=[O:22])=[O:21])=[CH:16][CH:15]=1)[C:6]([CH:24]([OH:27])[CH2:25][CH3:26])=[C:5]2[C:28]1[CH:33]=[CH:32][CH:31]=[CH:30][CH:29]=1.C1COCC1.C(OC(C)C)(C)C. (5) Given the product [CH2:1]([C:5]1[N:6]=[C:7]([Cl:19])[CH:8]=[CH:9][C:10]=1[C:11]([O:13][CH2:14][CH3:15])=[O:12])[CH2:2][CH2:3][CH3:4], predict the reactants needed to synthesize it. The reactants are: [CH2:1]([C:5]1[NH:6][C:7](=O)[CH:8]=[CH:9][C:10]=1[C:11]([O:13][CH2:14][CH3:15])=[O:12])[CH2:2][CH2:3][CH3:4].P(Cl)(Cl)([Cl:19])=O. (6) Given the product [ClH:24].[ClH:24].[Br:15][C:13]1[CH:12]=[C:8]([CH:7]=[C:6]([NH:5][NH2:1])[CH:14]=1)[C:9]([OH:11])=[O:10], predict the reactants needed to synthesize it. The reactants are: [N:1]([O-])=O.[Na+].[NH2:5][C:6]1[CH:7]=[C:8]([CH:12]=[C:13]([Br:15])[CH:14]=1)[C:9]([OH:11])=[O:10].C(O)(C)C.C(=O)=O.[Sn](Cl)[Cl:24].